From a dataset of Catalyst prediction with 721,799 reactions and 888 catalyst types from USPTO. Predict which catalyst facilitates the given reaction. (1) Reactant: [F:1][C:2]([F:39])([F:38])[C:3]1[CH:4]=[C:5]([CH:31]=[C:32]([C:34]([F:37])([F:36])[F:35])[CH:33]=1)[CH2:6][N:7]([CH2:14][C:15]1[CH:20]=[C:19]([C:21]([F:24])([F:23])[F:22])[CH:18]=[CH:17][C:16]=1[C:25]([CH:27]1[CH2:30][CH2:29][CH2:28]1)=[O:26])[C:8]1[N:9]=[N:10][N:11]([CH3:13])[N:12]=1.[CH3:40][Mg]Br. Product: [F:39][C:2]([F:1])([F:38])[C:3]1[CH:4]=[C:5]([CH:31]=[C:32]([C:34]([F:35])([F:36])[F:37])[CH:33]=1)[CH2:6][N:7]([CH2:14][C:15]1[CH:20]=[C:19]([C:21]([F:24])([F:23])[F:22])[CH:18]=[CH:17][C:16]=1[C:25]([CH:27]1[CH2:28][CH2:29][CH2:30]1)([OH:26])[CH3:40])[C:8]1[N:9]=[N:10][N:11]([CH3:13])[N:12]=1. The catalyst class is: 7. (2) The catalyst class is: 486. Product: [N:4]1([C@@H:5]([C:14]2[CH:19]=[CH:18][CH:17]=[CH:16][CH:15]=2)[CH2:6][C:7]([O:9][C:10]([CH3:13])([CH3:12])[CH3:11])=[O:8])[C:3]2[CH:20]=[CH:21][CH:22]=[CH:23][C:2]=2[N:1]=[CH:24]1. Reactant: [NH2:1][C:2]1[CH:23]=[CH:22][CH:21]=[CH:20][C:3]=1[NH:4][C@@H:5]([C:14]1[CH:19]=[CH:18][CH:17]=[CH:16][CH:15]=1)[CH2:6][C:7]([O:9][C:10]([CH3:13])([CH3:12])[CH3:11])=[O:8].[C:24](O)(=O)C.C(N)=N.